This data is from Reaction yield outcomes from USPTO patents with 853,638 reactions. The task is: Predict the reaction yield, written as a fraction of the theoretical maximum amount of product (1.0 means a 100% yield; for example, 0.34 means a 34% yield). (1) The reactants are CC(C)([O-])C.[K+].[C:7](=[O:12])(OC)[O:8][CH3:9].[NH2:13][C:14]1[CH:15]=[N:16][CH:17]=[CH:18][C:19]=1[CH3:20]. The catalyst is O1CCCC1. The product is [CH3:20][C:19]1[CH:18]=[CH:17][N:16]=[CH:15][C:14]=1[NH:13][C:7](=[O:12])[O:8][CH3:9]. The yield is 0.905. (2) The reactants are [OH:1][N:2]1[C:6](=[O:7])[C:5]2=[CH:8][CH:9]=[CH:10][CH:11]=[C:4]2[C:3]1=[O:12].[CH3:13][O:14][C:15]1[CH:16]=[C:17]2[C:22](=[CH:23][CH:24]=1)[CH:21]=[C:20]([C@H:25]([CH3:29])[C:26](O)=[O:27])[CH:19]=[CH:18]2.Cl.CN(C)CCCN=C=NCC. The catalyst is C(Cl)Cl.CN(C=O)C. The product is [CH3:13][O:14][C:15]1[CH:16]=[C:17]2[C:22](=[CH:23][CH:24]=1)[CH:21]=[C:20]([C@H:25]([CH3:29])[C:26]([O:1][N:2]1[C:3](=[O:12])[C:4]3[CH:11]=[CH:10][CH:9]=[CH:8][C:5]=3[C:6]1=[O:7])=[O:27])[CH:19]=[CH:18]2. The yield is 0.470.